Dataset: Reaction yield outcomes from USPTO patents with 853,638 reactions. Task: Predict the reaction yield, written as a fraction of the theoretical maximum amount of product (1.0 means a 100% yield; for example, 0.34 means a 34% yield). (1) The reactants are [N:1]1[C:5]2[CH:6]=[CH:7][C:8]([C:10]([OH:12])=O)=[CH:9][C:4]=2[NH:3][CH:2]=1.[CH2:13]([NH2:20])[C:14]1[CH:19]=[CH:18][CH:17]=[CH:16][CH:15]=1. No catalyst specified. The product is [CH2:13]([NH:20][C:10]([C:8]1[CH:7]=[CH:6][C:5]2[NH:1][CH:2]=[N:3][C:4]=2[CH:9]=1)=[O:12])[C:14]1[CH:19]=[CH:18][CH:17]=[CH:16][CH:15]=1. The yield is 0.660. (2) The reactants are [CH2:1]([C@H:8]([NH:44][C:45](=[O:51])[O:46][C:47]([CH3:50])([CH3:49])[CH3:48])[C@@H:9]([O:36][Si](C(C)(C)C)(C)C)[CH2:10][C@@H:11]([NH:25][C:26]([O:28][CH2:29][C:30]1[CH:35]=[CH:34][CH:33]=[CH:32][CH:31]=1)=[O:27])[CH2:12][C:13]1[CH:18]=[CH:17][C:16]([C:19]2[CH:24]=[CH:23][N:22]=[CH:21][CH:20]=2)=[CH:15][CH:14]=1)[C:2]1[CH:7]=[CH:6][CH:5]=[CH:4][CH:3]=1.[F-].C([N+](CCCC)(CCCC)CCCC)CCC. The catalyst is O1CCCC1. The product is [CH2:1]([C@H:8]([NH:44][C:45](=[O:51])[O:46][C:47]([CH3:49])([CH3:48])[CH3:50])[C@@H:9]([OH:36])[CH2:10][C@@H:11]([NH:25][C:26]([O:28][CH2:29][C:30]1[CH:35]=[CH:34][CH:33]=[CH:32][CH:31]=1)=[O:27])[CH2:12][C:13]1[CH:18]=[CH:17][C:16]([C:19]2[CH:20]=[CH:21][N:22]=[CH:23][CH:24]=2)=[CH:15][CH:14]=1)[C:2]1[CH:3]=[CH:4][CH:5]=[CH:6][CH:7]=1. The yield is 0.580.